The task is: Predict the product of the given reaction.. This data is from Forward reaction prediction with 1.9M reactions from USPTO patents (1976-2016). (1) Given the reactants [Cl:1][C:2]1[CH:3]=[C:4]([F:37])[C:5]2[N:11]3[CH:12]=[CH:13][CH:14]=[C:10]3[C@@H:9]([CH2:15][CH2:16][N:17]3[C:21]([CH2:22][C:23]([O-:25])=[O:24])=[N:20][CH:19]=[N:18]3)[O:8][C@H:7]([C:26]3[CH:31]=[CH:30][CH:29]=[C:28]([O:32][CH3:33])[C:27]=3[O:34][CH3:35])[C:6]=2[CH:36]=1.C(=O)([O-])[O-].[K+].[K+].Cl.C(OCC)(=O)C, predict the reaction product. The product is: [Cl:1][C:2]1[CH:3]=[C:4]([F:37])[C:5]2[N:11]3[CH:12]=[CH:13][CH:14]=[C:10]3[C@@H:9]([CH2:15][CH2:16][N:17]3[C:21]([CH2:22][C:23]([OH:25])=[O:24])=[N:20][CH:19]=[N:18]3)[O:8][C@H:7]([C:26]3[CH:31]=[CH:30][CH:29]=[C:28]([O:32][CH3:33])[C:27]=3[O:34][CH3:35])[C:6]=2[CH:36]=1. (2) Given the reactants [C:1]([O:5][C:6]([NH:8][CH2:9][C:10]([OH:12])=O)=[O:7])([CH3:4])([CH3:3])[CH3:2].CCOC1N(C(OCC)=O)C2C(=CC=CC=2)C=C1.[C:31]([NH:37][NH2:38])(=[O:36])[C:32]([CH3:35])([CH3:34])[CH3:33], predict the reaction product. The product is: [O:12]=[C:10]([NH:38][NH:37][C:31](=[O:36])[C:32]([CH3:35])([CH3:34])[CH3:33])[CH2:9][NH:8][C:6](=[O:7])[O:5][C:1]([CH3:2])([CH3:3])[CH3:4]. (3) Given the reactants [CH2:1]([N:3](CC)CC)[CH3:2].CS(Cl)(=O)=O.[Si](O[CH2:21][CH2:22][CH:23]([F:42])[CH:24]([C:26]1[CH:31]=[CH:30][C:29]([NH:32][C:33]([C:35]2[CH:40]=[CH:39][CH:38]=[CH:37][N:36]=2)=[O:34])=[CH:28][C:27]=1[F:41])O)(C(C)(C)C)(C)C.C(=O)(O)[O-:44].[Na+], predict the reaction product. The product is: [C:1]([N:3]1[CH2:21][CH2:22][CH:23]([F:42])[CH:24]1[C:26]1[CH:31]=[CH:30][C:29]([NH:32][C:33]([C:35]2[CH:40]=[CH:39][CH:38]=[CH:37][N:36]=2)=[O:34])=[CH:28][C:27]=1[F:41])(=[O:44])[CH3:2]. (4) Given the reactants [C:1]([N:5]1[C:9](=[O:10])[C:8](Cl)=[C:7]([C:12]2[CH:17]=[CH:16][CH:15]=[CH:14][CH:13]=2)[S:6]1(=[O:19])=[O:18])([CH3:4])([CH3:3])[CH3:2].Cl.Cl.[Cl:22][C:23]1[N:28]=[CH:27][C:26]([N:29]2[CH2:34][CH2:33][CH:32]([NH2:35])[CH2:31][CH2:30]2)=[CH:25][CH:24]=1, predict the reaction product. The product is: [C:1]([N:5]1[C:9](=[O:10])[C:8]([NH:35][CH:32]2[CH2:33][CH2:34][N:29]([C:26]3[CH:27]=[N:28][C:23]([Cl:22])=[CH:24][CH:25]=3)[CH2:30][CH2:31]2)=[C:7]([C:12]2[CH:17]=[CH:16][CH:15]=[CH:14][CH:13]=2)[S:6]1(=[O:19])=[O:18])([CH3:4])([CH3:3])[CH3:2]. (5) Given the reactants Cl.[F:2][C:3]([F:25])([F:24])[C:4]1[CH:23]=[CH:22][C:7]([O:8][C:9]2[CH:10]=[C:11]([CH:19]=[CH:20][CH:21]=2)[CH:12]=[C:13]2[CH2:18][CH2:17][NH:16][CH2:15][CH2:14]2)=[CH:6][CH:5]=1.[CH3:26][C:27]1[N:32]=[CH:31][C:30]([NH:33][C:34](=O)[O:35]C2C=CC=CC=2)=[CH:29][CH:28]=1.NC1C=NC(C)=CC=1.C(N(C(C)C)CC)(C)C, predict the reaction product. The product is: [F:25][C:3]([F:2])([F:24])[C:4]1[CH:5]=[CH:6][C:7]([O:8][C:9]2[CH:10]=[C:11]([CH:19]=[CH:20][CH:21]=2)[CH:12]=[C:13]2[CH2:18][CH2:17][N:16]([C:34]([NH:33][C:30]3[CH:31]=[N:32][C:27]([CH3:26])=[CH:28][CH:29]=3)=[O:35])[CH2:15][CH2:14]2)=[CH:22][CH:23]=1.